This data is from Full USPTO retrosynthesis dataset with 1.9M reactions from patents (1976-2016). The task is: Predict the reactants needed to synthesize the given product. Given the product [Cl:4][C:5]1[CH:10]=[CH:9][C:8]([NH:11][C:12]2[C:13]3[CH:24]=[CH:23][N:22]([CH2:25][CH3:26])[C:14]=3[N:15]=[C:16]([C:1]#[N:2])[N:17]=2)=[CH:7][CH:6]=1, predict the reactants needed to synthesize it. The reactants are: [C-:1]#[N:2].[Na+].[Cl:4][C:5]1[CH:10]=[CH:9][C:8]([NH:11][C:12]2[C:13]3[CH:24]=[CH:23][N:22]([CH2:25][CH3:26])[C:14]=3[N:15]=[C:16](S(C)(=O)=O)[N:17]=2)=[CH:7][CH:6]=1.